Dataset: Reaction yield outcomes from USPTO patents with 853,638 reactions. Task: Predict the reaction yield, written as a fraction of the theoretical maximum amount of product (1.0 means a 100% yield; for example, 0.34 means a 34% yield). The reactants are [CH:1]([C:3]1[CH:8]=[CH:7][CH:6]=[CH:5][C:4]=1[C:9]1[N:13]([S:14]([C:17]2[CH:18]=[N:19][CH:20]=[CH:21][CH:22]=2)(=[O:16])=[O:15])[CH:12]=[C:11]([CH2:23][N:24]([CH3:32])[C:25](=[O:31])[O:26][C:27]([CH3:30])([CH3:29])[CH3:28])[CH:10]=1)=[O:2].[BH4-].[Na+].CO.O. The catalyst is O1CCCC1. The product is [C:27]([O:26][C:25](=[O:31])[N:24]([CH2:23][C:11]1[CH:10]=[C:9]([C:4]2[CH:5]=[CH:6][CH:7]=[CH:8][C:3]=2[CH2:1][OH:2])[N:13]([S:14]([C:17]2[CH:18]=[N:19][CH:20]=[CH:21][CH:22]=2)(=[O:16])=[O:15])[CH:12]=1)[CH3:32])([CH3:30])([CH3:28])[CH3:29]. The yield is 0.600.